Dataset: Reaction yield outcomes from USPTO patents with 853,638 reactions. Task: Predict the reaction yield, written as a fraction of the theoretical maximum amount of product (1.0 means a 100% yield; for example, 0.34 means a 34% yield). The reactants are Cl[C:2]1[C:11]2[C:6](=[CH:7][CH:8]=[CH:9][CH:10]=2)[C:5]([O:12][CH:13]2[CH2:15][CH2:14]2)=[CH:4][N:3]=1.[F-:16].[Cs+]. The catalyst is CS(C)=O.O. The product is [F:16][C:2]1[C:11]2[C:6](=[CH:7][CH:8]=[CH:9][CH:10]=2)[C:5]([O:12][CH:13]2[CH2:15][CH2:14]2)=[CH:4][N:3]=1. The yield is 0.376.